This data is from Reaction yield outcomes from USPTO patents with 853,638 reactions. The task is: Predict the reaction yield, written as a fraction of the theoretical maximum amount of product (1.0 means a 100% yield; for example, 0.34 means a 34% yield). (1) The reactants are [CH3:1][O:2][C:3]1[CH:18]=[CH:17][C:6]2[CH:7]3[C:14]4([CH2:15][CH2:16][C:5]=2[CH:4]=1)[CH:10]([CH2:11][NH:12][CH2:13]4)[CH2:9][CH2:8]3.[CH3:19]O.[OH-].[NH4+]. The catalyst is ClCCl. The product is [CH3:1][O:2][C:3]1[CH:18]=[CH:17][C:6]2[CH:7]3[C:14]4([CH2:15][CH2:16][C:5]=2[CH:4]=1)[CH:10]([CH2:11][N:12]([CH3:19])[CH2:13]4)[CH2:9][CH2:8]3. The yield is 0.885. (2) The reactants are C(OC([N:8]1[CH2:13][CH2:12][N:11]([C:14]2[CH:15]=[N:16][C:17]([NH:20][C:21]3[N:22]=[CH:23][C:24]4[CH:29]=[C:28]([C:30]#[N:31])[N:27]([CH:32]5[CH2:36][CH2:35][CH2:34][CH2:33]5)[C:25]=4[N:26]=3)=[CH:18][CH:19]=2)[CH2:10][CH2:9]1)=O)(C)(C)C. The catalyst is C(OCC)C. The product is [CH:32]1([N:27]2[C:25]3[N:26]=[C:21]([NH:20][C:17]4[CH:18]=[CH:19][C:14]([N:11]5[CH2:10][CH2:9][NH:8][CH2:13][CH2:12]5)=[CH:15][N:16]=4)[N:22]=[CH:23][C:24]=3[CH:29]=[C:28]2[C:30]#[N:31])[CH2:36][CH2:35][CH2:34][CH2:33]1. The yield is 0.0700. (3) The reactants are [Cl:1][C:2]1[C:3]([F:11])=[C:4]([C:7]([OH:10])=[CH:8][CH:9]=1)[CH:5]=[O:6].[C:12]([O:16][C:17]([N:19]1[CH2:24][CH2:23][CH:22](OS(C2C=CC(C)=CC=2)(=O)=O)[CH2:21][CH2:20]1)=[O:18])([CH3:15])([CH3:14])[CH3:13].C([O-])([O-])=O.[K+].[K+]. The catalyst is CN(C)C=O. The product is [C:12]([O:16][C:17]([N:19]1[CH2:24][CH2:23][CH:22]([O:10][C:7]2[CH:8]=[CH:9][C:2]([Cl:1])=[C:3]([F:11])[C:4]=2[CH:5]=[O:6])[CH2:21][CH2:20]1)=[O:18])([CH3:15])([CH3:13])[CH3:14]. The yield is 0.840. (4) The reactants are [OH:1][C:2]1[CH:7]=[CH:6][N:5]([C:8]2[S:9][C:10]([C:14]([OH:16])=O)=[C:11]([CH3:13])[N:12]=2)[C:4](=[O:17])[CH:3]=1.[CH:18]1([CH2:21][CH2:22][NH2:23])[CH2:20][CH2:19]1. No catalyst specified. The product is [CH:18]1([CH2:21][CH2:22][NH:23][C:14]([C:10]2[S:9][C:8]([N:5]3[CH:6]=[CH:7][C:2]([OH:1])=[CH:3][C:4]3=[O:17])=[N:12][C:11]=2[CH3:13])=[O:16])[CH2:20][CH2:19]1. The yield is 0.640. (5) The reactants are O[C:2]1[N:7]=[CH:6][N:5]=[C:4]([C:8]([O:10][CH2:11][CH3:12])=[O:9])[CH:3]=1.CCOC(C)=O.C(Cl)(C([Cl:23])=O)=O. The catalyst is CN(C)C=O. The product is [Cl:23][C:2]1[N:7]=[CH:6][N:5]=[C:4]([C:8]([O:10][CH2:11][CH3:12])=[O:9])[CH:3]=1. The yield is 0.400. (6) The reactants are [C:1]([C:3]1[CH:8]=[CH:7][CH:6]=[CH:5][C:4]=1[C:9]1[CH:14]=[CH:13][C:12]([CH2:15][C:16]2[C:17](=[O:37])[N:18]([CH:28]3[CH2:31][CH:30]([C:32]([O:34]CC)=O)[CH2:29]3)[C:19]3[N:20]([N:25]=[CH:26][N:27]=3)[C:21]=2[CH2:22][CH2:23][CH3:24])=[C:11]([F:38])[CH:10]=1)#[N:2].[OH-].[Na+].Cl.[CH3:42][Mg]Br. The catalyst is O1CCCC1.C(O)C. The product is [C:32]([CH:30]1[CH2:29][CH:28]([N:18]2[C:17](=[O:37])[C:16]([CH2:15][C:12]3[CH:13]=[CH:14][C:9]([C:4]4[C:3]([C:1]#[N:2])=[CH:8][CH:7]=[CH:6][CH:5]=4)=[CH:10][C:11]=3[F:38])=[C:21]([CH2:22][CH2:23][CH3:24])[N:20]3[N:25]=[CH:26][N:27]=[C:19]23)[CH2:31]1)(=[O:34])[CH3:42]. The yield is 0.730. (7) The reactants are C12(COC3C(C4CC4)=CC(C(O)=O)=CN=3)CC3CC(CC(C3)C1)C2.[C:25]12([CH2:35][O:36][C:37]3[C:45]([Cl:46])=[CH:44][C:40]([C:41](O)=[O:42])=[CH:39][C:38]=3[Cl:47])[CH2:34][CH:29]3[CH2:30][CH:31]([CH2:33][CH:27]([CH2:28]3)[CH2:26]1)[CH2:32]2.COC[CH2:51][S:52]([NH2:55])(=[O:54])=[O:53].CS(N)(=O)=O. No catalyst specified. The product is [C:25]12([CH2:35][O:36][C:37]3[C:45]([Cl:46])=[CH:44][C:40]([C:41]([NH:55][S:52]([CH3:51])(=[O:54])=[O:53])=[O:42])=[CH:39][C:38]=3[Cl:47])[CH2:34][CH:29]3[CH2:30][CH:31]([CH2:33][CH:27]([CH2:28]3)[CH2:26]1)[CH2:32]2. The yield is 0.740.